Dataset: Forward reaction prediction with 1.9M reactions from USPTO patents (1976-2016). Task: Predict the product of the given reaction. (1) Given the reactants [NH2:1][C:2]1[N:7]=[C:6]([C:8]2[CH:9]=[C:10]([CH:14]=[CH:15][CH:16]=2)[C:11]([OH:13])=O)[CH:5]=[C:4]([NH:17][CH3:18])[N:3]=1.[NH2:19][C:20]1[CH:25]=[CH:24][C:23]([CH3:26])=[CH:22][CH:21]=1.CN(C(ON1N=NC2C=CC=NC1=2)=[N+](C)C)C.F[P-](F)(F)(F)(F)F.CCN(CC)CC, predict the reaction product. The product is: [NH2:1][C:2]1[N:7]=[C:6]([C:8]2[CH:9]=[C:10]([CH:14]=[CH:15][CH:16]=2)[C:11]([NH:19][C:20]2[CH:25]=[CH:24][C:23]([CH3:26])=[CH:22][CH:21]=2)=[O:13])[CH:5]=[C:4]([NH:17][CH3:18])[N:3]=1. (2) Given the reactants [Cl:1][C:2]1[CH:7]=[CH:6][CH:5]=[C:4]([F:8])[C:3]=1[NH:9][C:10]1[NH:11][C:12]2[C:18]3[CH2:19][C:20]([CH3:23])([CH3:22])[O:21][C:17]=3[C:16]([C:24](O)=[O:25])=[CH:15][C:13]=2[N:14]=1.S(Cl)(Cl)=O.[CH:31]1([C:34]2[CH:35]=[CH:36][C:37]([F:41])=[C:38]([CH:40]=2)[NH2:39])[CH2:33][CH2:32]1.CCN(C(C)C)C(C)C, predict the reaction product. The product is: [Cl:1][C:2]1[CH:7]=[CH:6][CH:5]=[C:4]([F:8])[C:3]=1[NH:9][C:10]1[NH:11][C:12]2[C:18]3[CH2:19][C:20]([CH3:23])([CH3:22])[O:21][C:17]=3[C:16]([C:24]([NH:39][C:38]3[CH:40]=[C:34]([CH:31]4[CH2:32][CH2:33]4)[CH:35]=[CH:36][C:37]=3[F:41])=[O:25])=[CH:15][C:13]=2[N:14]=1. (3) The product is: [C:17]([O:20][C:21]([NH:2][C@H:3]1[CH2:8][CH2:7][C@H:6]([OH:9])[CH2:5][CH2:4]1)=[O:22])([CH3:19])([CH3:18])[CH3:16]. Given the reactants O.[NH2:2][C@H:3]1[CH2:8][CH2:7][C@H:6]([OH:9])[CH2:5][CH2:4]1.C(=O)([O-])[O-].[K+].[K+].[CH3:16][C:17]([O:20][C:21](O[C:21]([O:20][C:17]([CH3:19])([CH3:18])[CH3:16])=[O:22])=[O:22])([CH3:19])[CH3:18], predict the reaction product. (4) Given the reactants [Br:1][C:2]1[CH:3]=[C:4]2[C:10]([CH3:11])=[CH:9][N:8]([S:12]([C:15]3[CH:20]=[CH:19][C:18](Br)=[CH:17][CH:16]=3)(=[O:14])=[O:13])[C:5]2=[N:6][CH:7]=1.[Li+].[CH3:23]C([N-]C(C)C)C.CI.[Na+].[Cl-], predict the reaction product. The product is: [Br:1][C:2]1[CH:3]=[C:4]2[C:10]([CH3:11])=[C:9]([CH3:23])[N:8]([S:12]([C:15]3[CH:20]=[CH:19][CH:18]=[CH:17][CH:16]=3)(=[O:14])=[O:13])[C:5]2=[N:6][CH:7]=1. (5) Given the reactants C([O:3][C:4](=[O:19])[C@@H:5]([O:17][CH3:18])[CH2:6][C:7]1[CH:12]=[CH:11][C:10]([O:13][CH2:14][CH2:15]Br)=[CH:9][CH:8]=1)C.[CH:20]1([C:25]2[CH:30]=[CH:29][C:28]([O:31]C)=[CH:27][CH:26]=2)[CH2:24][CH2:23][CH2:22][CH2:21]1.CO[C@@H](CC1C=CC(OCCCOC2C=CC=CC=2)=CC=1)C(O)=O, predict the reaction product. The product is: [CH:20]1([C:25]2[CH:26]=[CH:27][C:28]([O:31][CH2:15][CH2:14][O:13][C:10]3[CH:9]=[CH:8][C:7]([CH2:6][C@H:5]([O:17][CH3:18])[C:4]([OH:3])=[O:19])=[CH:12][CH:11]=3)=[CH:29][CH:30]=2)[CH2:21][CH2:22][CH2:23][CH2:24]1. (6) Given the reactants [CH3:1][O:2][C:3]1[CH:4]=[C:5]([CH2:20][C:21]([OH:23])=O)[CH:6]=[CH:7][C:8]=1[NH:9][C:10]([NH:12][C:13]1[CH:18]=[CH:17][CH:16]=[CH:15][C:14]=1[F:19])=[O:11].[CH3:24][O:25][C:26]1[CH:27]=[C:28]([CH:34]=[CH:35][C:36]=1[O:37][CH2:38][CH2:39][NH:40][CH2:41][CH3:42])[C:29]([O:31][CH2:32][CH3:33])=[O:30].CCN(CC)CC, predict the reaction product. The product is: [CH3:24][O:25][C:26]1[CH:27]=[C:28]([CH:34]=[CH:35][C:36]=1[O:37][CH2:38][CH2:39][NH:40][CH2:41][CH2:42][C:21](=[O:23])[CH2:20][C:5]1[CH:6]=[CH:7][C:8]([NH:9][C:10]([NH:12][C:13]2[CH:18]=[CH:17][CH:16]=[CH:15][C:14]=2[F:19])=[O:11])=[C:3]([O:2][CH3:1])[CH:4]=1)[C:29]([O:31][CH2:32][CH3:33])=[O:30]. (7) Given the reactants [C:1]1([S:7]([C:10]2[CH:18]=[CH:17][C:16]3[N:15]([C:19]4[CH:24]=[CH:23][CH:22]=[CH:21][CH:20]=4)[C:14]4[CH2:25][CH:26]5[NH:30][CH:29]([C:13]=4[C:12]=3[C:11]=2C(OC(C)(C)C)=O)[CH2:28][CH2:27]5)(=[O:9])=[O:8])[CH:6]=[CH:5][CH:4]=[CH:3][CH:2]=1.[ClH:38], predict the reaction product. The product is: [ClH:38].[C:1]1([S:7]([C:10]2[CH:11]=[C:12]3[C:16](=[CH:17][CH:18]=2)[N:15]([C:19]2[CH:24]=[CH:23][CH:22]=[CH:21][CH:20]=2)[C:14]2[CH2:25][CH:26]4[NH:30][CH:29]([C:13]3=2)[CH2:28][CH2:27]4)(=[O:9])=[O:8])[CH:2]=[CH:3][CH:4]=[CH:5][CH:6]=1. (8) Given the reactants [Cl:1][C:2]1[N:7]=[C:6]([NH2:8])[N:5]=[C:4]([NH:9][CH2:10][C:11]2[CH:16]=[CH:15][C:14]([O:17][CH3:18])=[CH:13][C:12]=2OC)[C:3]=1[NH2:21].[C:22](=[O:25])([O-])[O-].[K+].[K+].Cl[C:29](OC1C=CC([N+]([O-])=O)=CC=1)=[O:30], predict the reaction product. The product is: [NH2:8][C:6]1[N:5]=[C:4]2[C:3]([NH:21][C:22](=[O:25])[N:9]2[CH2:10][C:11]2[CH:12]=[CH:13][C:14]([O:17][CH3:18])=[C:15]([O:30][CH3:29])[CH:16]=2)=[C:2]([Cl:1])[N:7]=1. (9) Given the reactants [N:1]([C@@H:4]1[CH2:9][O:8][C@H:7]([CH2:10][OH:11])[C@@H:6]([OH:12])[C@@H:5]1[O:13][C@H:14]([CH3:27])[C:15]([NH:17][C@@H:18]([CH3:26])[CH2:19][C:20]1[CH:25]=[CH:24][CH:23]=[CH:22][CH:21]=1)=[O:16])=[N+]=[N-].O.C(N(CC)CC)C.C(S)(S)=CC, predict the reaction product. The product is: [NH2:1][C@@H:4]1[CH2:9][O:8][C@H:7]([CH2:10][OH:11])[C@@H:6]([OH:12])[C@@H:5]1[O:13][C@H:14]([CH3:27])[C:15]([NH:17][C@@H:18]([CH3:26])[CH2:19][C:20]1[CH:21]=[CH:22][CH:23]=[CH:24][CH:25]=1)=[O:16]. (10) Given the reactants C(O)(C(F)(F)F)=O.C(OC(=O)[NH:14][C:15]1[CH:20]=[N:19][C:18]([O:21][CH2:22][CH:23]2[CH2:25][CH2:24]2)=[C:17]([C:26]2[CH:31]=[CH:30][C:29]([Cl:32])=[CH:28][CH:27]=2)[N:16]=1)(C)(C)C, predict the reaction product. The product is: [Cl:32][C:29]1[CH:28]=[CH:27][C:26]([C:17]2[N:16]=[C:15]([NH2:14])[CH:20]=[N:19][C:18]=2[O:21][CH:22]2[CH2:23][CH2:25][CH2:24]2)=[CH:31][CH:30]=1.